From a dataset of Full USPTO retrosynthesis dataset with 1.9M reactions from patents (1976-2016). Predict the reactants needed to synthesize the given product. Given the product [CH3:1][CH:2]1[N:7]([CH3:8])[CH2:6][CH:5]([C:9]2[CH:10]=[CH:11][CH:12]=[CH:13][CH:14]=2)[N:4]([CH2:15][C:16]([NH:21][C:22]2[CH:23]=[C:24]3[C:38](=[CH:39][CH:40]=2)[CH2:37][C:26]2([O:31][C:30](=[O:32])[NH:29][C:28]4[N:33]=[CH:34][CH:35]=[CH:36][C:27]2=4)[CH2:25]3)=[O:18])[C:3]1=[O:19], predict the reactants needed to synthesize it. The reactants are: [CH3:1][CH:2]1[N:7]([CH3:8])[CH2:6][CH:5]([C:9]2[CH:14]=[CH:13][CH:12]=[CH:11][CH:10]=2)[N:4]([CH2:15][C:16]([O-:18])=O)[C:3]1=[O:19].[Li+].[NH2:21][C:22]1[CH:23]=[C:24]2[C:38](=[CH:39][CH:40]=1)[CH2:37][C:26]1([O:31][C:30](=[O:32])[NH:29][C:28]3[N:33]=[CH:34][CH:35]=[CH:36][C:27]1=3)[CH2:25]2.CN(C(ON1N=NC2C=CC=NC1=2)=[N+](C)C)C.F[P-](F)(F)(F)(F)F.CN1CCOCC1.